Dataset: Peptide-MHC class I binding affinity with 185,985 pairs from IEDB/IMGT. Task: Regression. Given a peptide amino acid sequence and an MHC pseudo amino acid sequence, predict their binding affinity value. This is MHC class I binding data. (1) The peptide sequence is LTKFVAAALH. The MHC is HLA-A03:01 with pseudo-sequence HLA-A03:01. The binding affinity (normalized) is 0.105. (2) The peptide sequence is ITVNPIVTEK. The MHC is HLA-A03:01 with pseudo-sequence HLA-A03:01. The binding affinity (normalized) is 0.706. (3) The MHC is HLA-B58:01 with pseudo-sequence HLA-B58:01. The peptide sequence is ILGTVSWNL. The binding affinity (normalized) is 0.382. (4) The peptide sequence is ASFKAGKLR. The MHC is HLA-B08:02 with pseudo-sequence HLA-B08:02. The binding affinity (normalized) is 0.0847. (5) The peptide sequence is AQIGIFAPV. The MHC is HLA-B15:01 with pseudo-sequence HLA-B15:01. The binding affinity (normalized) is 0.493. (6) The peptide sequence is DIDILQTNSR. The MHC is HLA-A31:01 with pseudo-sequence HLA-A31:01. The binding affinity (normalized) is 0.393.